Dataset: Peptide-MHC class II binding affinity with 134,281 pairs from IEDB. Task: Regression. Given a peptide amino acid sequence and an MHC pseudo amino acid sequence, predict their binding affinity value. This is MHC class II binding data. (1) The peptide sequence is LQSAGFTAGLTYSQL. The MHC is DRB1_0101 with pseudo-sequence DRB1_0101. The binding affinity (normalized) is 0.599. (2) The peptide sequence is EYLNKIQNSLSTEWS. The MHC is HLA-DQA10102-DQB10602 with pseudo-sequence HLA-DQA10102-DQB10602. The binding affinity (normalized) is 0.300. (3) The peptide sequence is KFDSQLAHRHMARELH. The MHC is DRB1_0802 with pseudo-sequence DRB1_0802. The binding affinity (normalized) is 0.141. (4) The peptide sequence is TDALRTLGSTSADEV. The MHC is DRB5_0101 with pseudo-sequence DRB5_0101. The binding affinity (normalized) is 0.146.